Dataset: Reaction yield outcomes from USPTO patents with 853,638 reactions. Task: Predict the reaction yield, written as a fraction of the theoretical maximum amount of product (1.0 means a 100% yield; for example, 0.34 means a 34% yield). (1) The catalyst is C1(C)C=CC=CC=1. The product is [CH3:1][O:2][P:3]([C:7](=[N+:23]=[N-:24])[C:8](=[O:10])[CH3:9])(=[O:6])[O:4][CH3:5]. The reactants are [CH3:1][O:2][P:3]([CH2:7][C:8](=[O:10])[CH3:9])(=[O:6])[O:4][CH3:5].[H-].[Na+].CC1C=CC(S([N:23]=[N+:24]=[N-])(=O)=O)=CC=1. The yield is 0.700. (2) The reactants are [CH3:1][C:2]1[S:6][C:5]([C:7]([O:9][CH3:10])=[O:8])=[CH:4][C:3]=1[C:11]1[N:15]([CH3:16])[N:14]=[CH:13][C:12]=1[C:17]([CH3:19])=[CH2:18]. The catalyst is CO. The product is [CH3:1][C:2]1[S:6][C:5]([C:7]([O:9][CH3:10])=[O:8])=[CH:4][C:3]=1[C:11]1[N:15]([CH3:16])[N:14]=[CH:13][C:12]=1[CH:17]([CH3:19])[CH3:18]. The yield is 1.00. (3) The reactants are [Cl-].[Cl:2][C:3]1[CH:10]=[CH:9][C:6]([CH2:7][Zn+])=[CH:5][CH:4]=1.C1(P(C2C=CC=CC=2)C2C=CC=CC=2)C=CC=CC=1.Br[C:31]1[CH:32]=[C:33]([N:37]([CH3:39])[CH3:38])[CH:34]=[CH:35][CH:36]=1.C1COCC1. The catalyst is C([O-])(=O)C.[Pd+2].C([O-])(=O)C.O. The product is [Cl:2][C:3]1[CH:10]=[CH:9][C:6]([CH2:7][C:31]2[CH:36]=[CH:35][CH:34]=[C:33]([N:37]([CH3:39])[CH3:38])[CH:32]=2)=[CH:5][CH:4]=1. The yield is 0.910. (4) The yield is 0.960. The catalyst is C(Cl)Cl. The product is [F:28][C:29]([F:42])([F:41])[S:30]([O:20][C:12]1[C:13]([C:14]2[CH:19]=[CH:18][CH:17]=[CH:16][CH:15]=2)=[C:5]2[N:4]=[C:3]([CH2:1][CH3:2])[CH:8]=[C:7]([CH2:9][CH3:10])[N:6]2[N:11]=1)(=[O:32])=[O:31]. The reactants are [CH2:1]([C:3]1[CH:8]=[C:7]([CH2:9][CH3:10])[N:6]2[N:11]=[C:12]([OH:20])[C:13]([C:14]3[CH:19]=[CH:18][CH:17]=[CH:16][CH:15]=3)=[C:5]2[N:4]=1)[CH3:2].C(N(CC)CC)C.[F:28][C:29]([F:42])([F:41])[S:30](O[S:30]([C:29]([F:42])([F:41])[F:28])(=[O:32])=[O:31])(=[O:32])=[O:31].O.